The task is: Predict which catalyst facilitates the given reaction.. This data is from Catalyst prediction with 721,799 reactions and 888 catalyst types from USPTO. (1) Reactant: [C:1]([OH:4])(=O)[CH3:2].C(N(CC)CC)C.ON1C2C=CC=CC=2N=N1.Cl.C(N=C=NCCCN(C)C)C.[NH:34]1[C:42]2[C:37](=[CH:38][C:39]([O:43][C@H:44]3[CH2:49][CH2:48][C@H:47]([NH2:50])[CH2:46][CH2:45]3)=[CH:40][CH:41]=2)[CH:36]=[N:35]1.[OH-].[Li+]. Product: [NH:34]1[C:42]2[C:37](=[CH:38][C:39]([O:43][C@H:44]3[CH2:49][CH2:48][C@H:47]([NH:50][C:1](=[O:4])[CH3:2])[CH2:46][CH2:45]3)=[CH:40][CH:41]=2)[CH:36]=[N:35]1. The catalyst class is: 35. (2) Reactant: [NH2:1][C:2]1[N:7]=[C:6]([C:8]2[O:9][CH:10]=[CH:11][CH:12]=2)[C:5]([C:13]#[N:14])=[C:4](S(C)=O)[N:3]=1.[CH3:18][C:19]1[N:24]=[C:23]([CH2:25][OH:26])[CH:22]=[CH:21][CH:20]=1.C1CCN2C(=NCCC2)CC1. Product: [NH2:1][C:2]1[N:7]=[C:6]([C:8]2[O:9][CH:10]=[CH:11][CH:12]=2)[C:5]([C:13]#[N:14])=[C:4]([O:26][CH2:25][C:23]2[CH:22]=[CH:21][CH:20]=[C:19]([CH3:18])[N:24]=2)[N:3]=1. The catalyst class is: 57. (3) Reactant: [CH3:1][C:2]1[S:3][C:4]2[CH:10]=[CH:9][C:8]([CH3:11])=[CH:7][C:5]=2[N:6]=1.[Br:12]Br. Product: [Br:12][C:7]1[C:5]2[N:6]=[C:2]([CH3:1])[S:3][C:4]=2[CH:10]=[CH:9][C:8]=1[CH3:11]. The catalyst class is: 22. (4) Reactant: [CH:1]1[C:14]2[CH:13]([C:15]([OH:17])=O)[C:12]3[C:7](=[CH:8][CH:9]=[CH:10][CH:11]=3)[O:6][C:5]=2[CH:4]=[CH:3][CH:2]=1.[N:18]1([CH2:24][CH2:25][CH2:26][O:27][C:28]2[CH:33]=[CH:32][C:31]([N:34]3[CH2:39][CH2:38][NH:37][CH2:36][CH2:35]3)=[CH:30][CH:29]=2)[CH2:23][CH2:22][CH2:21][CH2:20][CH2:19]1. Product: [CH:11]1[C:12]2[CH:13]([C:15]([N:37]3[CH2:38][CH2:39][N:34]([C:31]4[CH:30]=[CH:29][C:28]([O:27][CH2:26][CH2:25][CH2:24][N:18]5[CH2:19][CH2:20][CH2:21][CH2:22][CH2:23]5)=[CH:33][CH:32]=4)[CH2:35][CH2:36]3)=[O:17])[C:14]3[C:5](=[CH:4][CH:3]=[CH:2][CH:1]=3)[O:6][C:7]=2[CH:8]=[CH:9][CH:10]=1. The catalyst class is: 3.